From a dataset of Full USPTO retrosynthesis dataset with 1.9M reactions from patents (1976-2016). Predict the reactants needed to synthesize the given product. Given the product [CH:1]1([N:7]2[CH2:12][CH2:11][N:10]([C:13]3[CH:14]=[CH:15][C:16]([C:19]4[CH:24]=[CH:23][C:22]([C:25]5[CH:26]=[CH:27][C:28]([C:31]([OH:33])=[O:32])=[CH:29][CH:30]=5)=[CH:21][CH:20]=4)=[CH:17][CH:18]=3)[CH2:9][CH2:8]2)[CH2:2][CH2:3][CH2:4][CH2:5][CH2:6]1, predict the reactants needed to synthesize it. The reactants are: [CH:1]1([N:7]2[CH2:12][CH2:11][N:10]([C:13]3[CH:18]=[CH:17][C:16]([C:19]4[CH:24]=[CH:23][C:22]([C:25]5[CH:30]=[CH:29][C:28]([C:31]([O:33]CC)=[O:32])=[CH:27][CH:26]=5)=[CH:21][CH:20]=4)=[CH:15][CH:14]=3)[CH2:9][CH2:8]2)[CH2:6][CH2:5][CH2:4][CH2:3][CH2:2]1.[OH-].[Na+].C(O)C.Cl.